This data is from hERG Central: cardiac toxicity at 1µM, 10µM, and general inhibition. The task is: Predict hERG channel inhibition at various concentrations. (1) The molecule is CN(C)C1=NCCN1CCCC1CCCC1. Results: hERG_inhib (hERG inhibition (general)): blocker. (2) The molecule is CC(=O)c1cccc(OCC(O)CN2CC=C(c3ccccc3)CC2)c1.O=C(O)C(=O)O. Results: hERG_inhib (hERG inhibition (general)): blocker. (3) The molecule is CCCCCSc1cc(OC)c(CCN(C)C)cc1OC.O=C(O)/C=C\C(=O)O. Results: hERG_inhib (hERG inhibition (general)): blocker. (4) The molecule is COC(CNc1nc(SC)nc2sc3c(c12)CCN(C)C3)OC. Results: hERG_inhib (hERG inhibition (general)): blocker.